From a dataset of Forward reaction prediction with 1.9M reactions from USPTO patents (1976-2016). Predict the product of the given reaction. (1) Given the reactants FC(F)(F)C(O)=O.[C:8]([C:10]1[N:14]2[CH2:15][C@:16]([C:28]3[CH:33]=[C:32]([NH:34][C:35]([C:37]4[CH:42]=[CH:41][C:40]([F:43])=[CH:39][N:38]=4)=[O:36])[CH:31]=[CH:30][C:29]=3[F:44])([CH3:27])[N:17]=[C:18]([NH:19]C(=O)OC(C)(C)C)[C:13]2=[N:12][CH:11]=1)#[N:9], predict the reaction product. The product is: [NH2:19][C:18]1[C:13]2[N:14]([C:10]([C:8]#[N:9])=[CH:11][N:12]=2)[CH2:15][C@:16]([C:28]2[CH:33]=[C:32]([NH:34][C:35]([C:37]3[CH:42]=[CH:41][C:40]([F:43])=[CH:39][N:38]=3)=[O:36])[CH:31]=[CH:30][C:29]=2[F:44])([CH3:27])[N:17]=1. (2) Given the reactants [NH:1]1[C:9]2[CH:8]=[CH:7][CH:6]=[C:5]3[CH2:10][CH2:11][N:12]([C:14]([O:16][C:17]([CH3:20])([CH3:19])[CH3:18])=[O:15])[CH2:13][C@H:3]([C:4]=23)[CH2:2]1.N1C=CC=CC=1[C:27]1[CH:32]=[CH:31]C=CN=1.C(=O)([O-])[O-].[Na+].[Na+].C1(B(O)O)CC1, predict the reaction product. The product is: [CH:31]1([N:1]2[C:9]3[CH:8]=[CH:7][CH:6]=[C:5]4[CH2:10][CH2:11][N:12]([C:14]([O:16][C:17]([CH3:20])([CH3:19])[CH3:18])=[O:15])[CH2:13][C@H:3]([C:4]=34)[CH2:2]2)[CH2:32][CH2:27]1. (3) Given the reactants [CH3:1][C:2]1([CH3:16])[C:6]([CH3:8])([CH3:7])[O:5][B:4]([C:9]2[CH:10]=[CH:11][C:12]([NH2:15])=[N:13][CH:14]=2)[O:3]1.[Br:17][CH2:18][C:19]([C:21]1[CH:29]=[C:28]2[C:24]([CH:25]=[CH:26][N:27]2[S:30]([C:33]2[CH:38]=[CH:37][CH:36]=[CH:35][CH:34]=2)(=[O:32])=[O:31])=[CH:23][CH:22]=1)=O, predict the reaction product. The product is: [BrH:17].[C:33]1([S:30]([N:27]2[C:28]3[C:24](=[CH:23][CH:22]=[C:21]([C:19]4[N:15]=[C:12]5[CH:11]=[CH:10][C:9]([B:4]6[O:3][C:2]([CH3:16])([CH3:1])[C:6]([CH3:7])([CH3:8])[O:5]6)=[CH:14][N:13]5[CH:18]=4)[CH:29]=3)[CH:25]=[CH:26]2)(=[O:32])=[O:31])[CH:38]=[CH:37][CH:36]=[CH:35][CH:34]=1. (4) Given the reactants [CH3:1][C:2]([O:5][C:6]([NH:8][CH2:9][C:10]([OH:12])=O)=[O:7])([CH3:4])[CH3:3].[CH3:13][CH2:14][O:15][C:16]([C@@H:18]([NH2:27])[CH2:19][C:20]1[CH:25]=[CH:24][C:23]([OH:26])=[CH:22][CH:21]=1)=[O:17], predict the reaction product. The product is: [NH:8]([C:6]([O:5][C:2]([CH3:1])([CH3:3])[CH3:4])=[O:7])[CH2:9][C:10]([NH:27][C@H:18]([C:16]([O:15][CH2:14][CH3:13])=[O:17])[CH2:19][C:20]1[CH:25]=[CH:24][C:23]([OH:26])=[CH:22][CH:21]=1)=[O:12].